The task is: Predict the reaction yield, written as a fraction of the theoretical maximum amount of product (1.0 means a 100% yield; for example, 0.34 means a 34% yield).. This data is from Reaction yield outcomes from USPTO patents with 853,638 reactions. (1) The reactants are [NH2:1][C:2]1[CH:7]=[C:6]([N+:8]([O-:10])=[O:9])[CH:5]=[CH:4][C:3]=1[OH:11].C([O-])([O-])=O.[K+].[K+].Cl[CH2:19][C:20](Cl)=[O:21]. The catalyst is [Br-].C([N+](CCCC)(CCCC)CCCC)CCC.CC#N. The product is [N+:8]([C:6]1[CH:5]=[CH:4][C:3]2[O:11][CH2:19][C:20](=[O:21])[NH:1][C:2]=2[CH:7]=1)([O-:10])=[O:9]. The yield is 0.940. (2) The reactants are [Cl:1][C:2]1[CH:7]=[CH:6][C:5]([NH:8][C:9]([NH:11][C:12]2[CH:17]=[CH:16][C:15]([O:18][CH2:19][CH2:20][N:21]3[CH2:25][CH2:24][CH2:23][CH2:22]3)=[C:14]([C:26]3[N:27]([CH3:31])[N:28]=[CH:29][CH:30]=3)[CH:13]=2)=[O:10])=[CH:4][CH:3]=1.[Cl:32]N1C(=O)CCC1=O. The catalyst is CO. The product is [Cl:32][C:30]1[CH:29]=[N:28][N:27]([CH3:31])[C:26]=1[C:14]1[CH:13]=[C:12]([NH:11][C:9]([NH:8][C:5]2[CH:6]=[CH:7][C:2]([Cl:1])=[CH:3][CH:4]=2)=[O:10])[CH:17]=[CH:16][C:15]=1[O:18][CH2:19][CH2:20][N:21]1[CH2:25][CH2:24][CH2:23][CH2:22]1. The yield is 0.380.